This data is from Reaction yield outcomes from USPTO patents with 853,638 reactions. The task is: Predict the reaction yield, written as a fraction of the theoretical maximum amount of product (1.0 means a 100% yield; for example, 0.34 means a 34% yield). (1) The reactants are [Cl:1][C:2]1[C:11]2[C:6](=[C:7]([NH:12][S:13]([C:16]3[CH:21]=[CH:20][CH:19]=[CH:18][C:17]=3[N+:22]([O-])=O)(=[O:15])=[O:14])[CH:8]=[CH:9][CH:10]=2)[N:5]=[CH:4][CH:3]=1.Cl[Sn]Cl.Cl. The catalyst is CCO. The product is [NH2:22][C:17]1[CH:18]=[CH:19][CH:20]=[CH:21][C:16]=1[S:13]([NH:12][C:7]1[CH:8]=[CH:9][CH:10]=[C:11]2[C:6]=1[N:5]=[CH:4][CH:3]=[C:2]2[Cl:1])(=[O:15])=[O:14]. The yield is 0.640. (2) The reactants are Cl.[OH:2][CH2:3][CH2:4][CH:5]1[O:28][C:9]2([CH2:14][CH2:13][N:12]([C:15]([C:17]3[CH:22]=[CH:21][C:20]([O:23][CH:24]([CH3:26])[CH3:25])=[C:19]([CH3:27])[CH:18]=3)=[O:16])[CH2:11][CH2:10]2)[CH2:8][NH:7][CH2:6]1.C([O-])(O)=O.[Na+].FC(F)(F)S(O[CH2:40][C:41]([F:44])([F:43])[F:42])(=O)=O. The catalyst is C(O)C. The product is [OH:2][CH2:3][CH2:4][CH:5]1[O:28][C:9]2([CH2:14][CH2:13][N:12]([C:15]([C:17]3[CH:22]=[CH:21][C:20]([O:23][CH:24]([CH3:26])[CH3:25])=[C:19]([CH3:27])[CH:18]=3)=[O:16])[CH2:11][CH2:10]2)[CH2:8][N:7]([CH2:40][C:41]([F:44])([F:43])[F:42])[CH2:6]1. The yield is 0.870. (3) The reactants are [H-].[Na+].[CH3:3][O:4][C:5]1([O:16][CH3:17])[CH2:15][C:7]2([CH2:10][C:9]([CH2:13][OH:14])([CH2:11][OH:12])[CH2:8]2)[CH2:6]1.[CH2:18](Br)[C:19]1[CH:24]=[CH:23][CH:22]=[CH:21][CH:20]=1.[Cl-].[NH4+]. The catalyst is O1CCCC1.CN(C)C=O. The product is [CH2:18]([O:14][CH2:13][C:9]1([CH2:11][O:12][CH2:18][C:19]2[CH:24]=[CH:23][CH:22]=[CH:21][CH:20]=2)[CH2:8][C:7]2([CH2:6][C:5]([O:4][CH3:3])([O:16][CH3:17])[CH2:15]2)[CH2:10]1)[C:19]1[CH:24]=[CH:23][CH:22]=[CH:21][CH:20]=1. The yield is 0.790. (4) The reactants are [C:1]1([C:7]([C:9]2[CH:14]=[CH:13][CH:12]=[CH:11][N:10]=2)=[O:8])[CH:6]=[CH:5][CH:4]=[CH:3][CH:2]=1.[BH4-].[Na+]. The catalyst is CO. The product is [C:1]1([CH:7]([C:9]2[CH:14]=[CH:13][CH:12]=[CH:11][N:10]=2)[OH:8])[CH:2]=[CH:3][CH:4]=[CH:5][CH:6]=1. The yield is 0.950.